Dataset: Full USPTO retrosynthesis dataset with 1.9M reactions from patents (1976-2016). Task: Predict the reactants needed to synthesize the given product. (1) Given the product [OH:6][CH2:5][C:4]1[C:3]([O:2][CH3:1])=[CH:10][C:9]([O:11][CH3:12])=[C:8]([C:13]([N:15]2[CH2:16][CH2:17][C:18]3([O:25][C:24]4[CH:26]=[CH:27][CH:28]=[CH:29][C:23]=4[N:22]4[CH:30]=[CH:31][CH:32]=[C:21]34)[CH2:19][CH2:20]2)=[O:14])[CH:7]=1, predict the reactants needed to synthesize it. The reactants are: [CH3:1][O:2][C:3]1[CH:10]=[C:9]([O:11][CH3:12])[C:8]([C:13]([N:15]2[CH2:20][CH2:19][C:18]3([O:25][C:24]4[CH:26]=[CH:27][CH:28]=[CH:29][C:23]=4[N:22]4[CH:30]=[CH:31][CH:32]=[C:21]34)[CH2:17][CH2:16]2)=[O:14])=[CH:7][C:4]=1[CH:5]=[O:6].[BH4-].[Na+]. (2) Given the product [CH2:37]([O:36][C:33]1[CH:34]=[CH:35][C:30]2[C:18]([C:21]3[CH:26]=[CH:25][C:24]([O:27][CH2:28][CH3:29])=[CH:23][CH:22]=3)=[C:14]3[C:15](=[CH:16][C:11]4[C:12]([O:39][C:43]5[C:42]([C:10]=4[C:7]4[CH:8]=[CH:9][C:4]([O:3][CH2:1][CH3:2])=[CH:5][CH:6]=4)=[CH:47][CH:46]=[C:45]([O:48][CH2:49][CH3:50])[CH:44]=5)=[CH:13]3)[O:17][C:31]=2[CH:32]=1)[CH3:38], predict the reactants needed to synthesize it. The reactants are: [CH2:1]([O:3][C:4]1[CH:9]=[CH:8][C:7]([C:10]([C:42]2[CH:47]=[CH:46][C:45]([O:48][CH2:49][CH3:50])=[CH:44][CH:43]=2)(OC)[C:11]2[CH:16]=[C:15]([OH:17])[C:14]([C:18]([C:30]3[CH:35]=[CH:34][C:33]([O:36][CH2:37][CH3:38])=[CH:32][CH:31]=3)([C:21]3[CH:26]=[CH:25][C:24]([O:27][CH2:28][CH3:29])=[CH:23][CH:22]=3)OC)=[CH:13][C:12]=2[OH:39])=[CH:6][CH:5]=1)[CH3:2]. (3) Given the product [Cl:28][C:23]1[CH:22]=[C:21]([CH2:20][CH:19]([CH3:29])[C:18]([OH:30])=[O:17])[CH:26]=[CH:25][C:24]=1[O:27][CH2:2][C:3]1[CH:8]=[CH:7][CH:6]=[C:5]([S:9][CH:10]2[CH2:14][CH2:13][CH2:12][CH2:11]2)[N:4]=1, predict the reactants needed to synthesize it. The reactants are: Cl[CH2:2][C:3]1[CH:8]=[CH:7][CH:6]=[C:5]([S:9][CH:10]2[CH2:14][CH2:13][CH2:12][CH2:11]2)[N:4]=1.C([O:17][C:18](=[O:30])[CH:19]([CH3:29])[CH2:20][C:21]1[CH:26]=[CH:25][C:24]([OH:27])=[C:23]([Cl:28])[CH:22]=1)C. (4) Given the product [CH2:40]([N:29]([CH2:27][CH3:28])[CH2:30][CH2:31][O:32][C:33]1[CH:34]=[CH:35][C:36]([NH:37][C:16]2[N:15]=[C:14]3[N:13]([CH2:24][CH3:25])[C:12](=[O:26])[N:11]([C:5]4[CH:4]=[C:3]([O:2][CH3:1])[CH:8]=[C:7]([O:9][CH3:10])[CH:6]=4)[CH2:20][C:19]3=[CH:18][N:17]=2)=[CH:38][CH:39]=1)[CH3:41], predict the reactants needed to synthesize it. The reactants are: [CH3:1][O:2][C:3]1[CH:4]=[C:5]([N:11]2[CH2:20][C:19]3[C:14](=[N:15][C:16](S(C)=O)=[N:17][CH:18]=3)[N:13]([CH2:24][CH3:25])[C:12]2=[O:26])[CH:6]=[C:7]([O:9][CH3:10])[CH:8]=1.[CH2:27]([N:29]([CH2:40][CH3:41])[CH2:30][CH2:31][O:32][C:33]1[CH:39]=[CH:38][C:36]([NH2:37])=[CH:35][CH:34]=1)[CH3:28].FC(F)(F)C(O)=O.C(N(CC)CC)C.O(C(OC(C)(C)C)=O)C(OC(C)(C)C)=O.